From a dataset of CYP2C9 inhibition data for predicting drug metabolism from PubChem BioAssay. Regression/Classification. Given a drug SMILES string, predict its absorption, distribution, metabolism, or excretion properties. Task type varies by dataset: regression for continuous measurements (e.g., permeability, clearance, half-life) or binary classification for categorical outcomes (e.g., BBB penetration, CYP inhibition). Dataset: cyp2c9_veith. (1) The molecule is COc1ccccc1NC(=O)CCc1c(C)[nH]c(=O)c(C#N)c1C. The result is 0 (non-inhibitor). (2) The molecule is Nc1ccc(N=Nc2c(S(=O)(=O)O)cc3ccccc3c2S(=O)(=O)O)cc1. The result is 0 (non-inhibitor). (3) The compound is CN1CCCCC1=NCCCn1cnc2c1c(=O)n(C)c(=O)n2C.Cl. The result is 0 (non-inhibitor). (4) The drug is N[C@@H](Cn1cc(F)c(=O)[nH]c1=O)C(=O)O. The result is 0 (non-inhibitor). (5) The molecule is Oc1ccccc1-c1nnc(-c2ccc(C(F)(F)F)cc2)o1. The result is 0 (non-inhibitor). (6) The result is 0 (non-inhibitor). The compound is O=C(CNC(=O)Cc1ccccc1)NCC(=O)OCc1ccccc1. (7) The drug is COCCn1c(Cc2ccccc2)nnc1SCc1nc2ccccc2c(=O)[nH]1. The result is 0 (non-inhibitor).